This data is from Forward reaction prediction with 1.9M reactions from USPTO patents (1976-2016). The task is: Predict the product of the given reaction. (1) Given the reactants Br[C:2]1[C:3]([N:22]2[CH2:26][CH2:25][C@@H:24]([OH:27])[CH2:23]2)=[N:4][CH:5]=[C:6]([CH:21]=1)[C:7]([NH:9][C:10]1[CH:15]=[CH:14][C:13]([O:16][C:17]([Cl:20])([F:19])[F:18])=[CH:12][CH:11]=1)=[O:8].C(OC([N:35]1[C:39]([C:40]#[N:41])=[CH:38][CH:37]=[C:36]1B(O)O)=O)(C)(C)C, predict the reaction product. The product is: [Cl:20][C:17]([F:19])([F:18])[O:16][C:13]1[CH:14]=[CH:15][C:10]([NH:9][C:7](=[O:8])[C:6]2[CH:21]=[C:2]([C:36]3[NH:35][C:39]([C:40]#[N:41])=[CH:38][CH:37]=3)[C:3]([N:22]3[CH2:26][CH2:25][C@@H:24]([OH:27])[CH2:23]3)=[N:4][CH:5]=2)=[CH:11][CH:12]=1. (2) Given the reactants C([O:3][C:4]([C:6]1[CH:14]=[C:13]2[C:9]([C:10]([C:15]#[N:16])=[CH:11][NH:12]2)=[CH:8][CH:7]=1)=[O:5])C.OO.NC(N)=[O:21], predict the reaction product. The product is: [C:15]([C:10]1[C:9]2[C:13](=[CH:14][C:6]([C:4]([OH:3])=[O:5])=[CH:7][CH:8]=2)[NH:12][CH:11]=1)(=[O:21])[NH2:16]. (3) Given the reactants [Mg].C([Mg]Cl)(C)C.Br[C:8]1[CH:13]=[C:12]([F:14])[C:11]([C:15]([F:37])([F:36])[O:16][C:17]2[CH:22]=[CH:21][C:20]([C:23]3[CH:28]=[C:27]([F:29])[C:26]([C:30]([F:33])([F:32])[F:31])=[C:25]([F:34])[CH:24]=3)=[C:19]([F:35])[CH:18]=2)=[C:10]([F:38])[CH:9]=1.[CH:39](N1CCCCC1)=[O:40].[Cl-].[NH4+], predict the reaction product. The product is: [F:36][C:15]([F:37])([O:16][C:17]1[CH:22]=[CH:21][C:20]([C:23]2[CH:28]=[C:27]([F:29])[C:26]([C:30]([F:33])([F:32])[F:31])=[C:25]([F:34])[CH:24]=2)=[C:19]([F:35])[CH:18]=1)[C:11]1[C:12]([F:14])=[CH:13][C:8]([CH:39]=[O:40])=[CH:9][C:10]=1[F:38].